This data is from Serine/threonine kinase 33 screen with 319,792 compounds. The task is: Binary Classification. Given a drug SMILES string, predict its activity (active/inactive) in a high-throughput screening assay against a specified biological target. (1) The drug is Clc1cc(C(=O)COC(=O)CCc2[nH]c3c(c(=O)n2)cccc3)ccc1. The result is 0 (inactive). (2) The compound is S(c1oc(nn1)C(NC(OC(C)(C)C)=O)CC(C)C)CCCC. The result is 0 (inactive). (3) The result is 0 (inactive). The molecule is ClCC(=O)N(NC(=O)C(O)(c1ccccc1)c1ccccc1)c1ccc(cc1)C. (4) The drug is O1C(N(N=C1c1ccccc1)C(=O)C)c1cccnc1. The result is 0 (inactive). (5) The drug is O=C1N(C(=O)NC1(c1ccc(cc1)C)C)Cc1c(onc1C)C. The result is 0 (inactive). (6) The compound is S(=O)(=O)(N(c1ccc(cc1)C(=O)N\N=C\c1c(OC)ccc(OC)c1)C)c1ccccc1. The result is 0 (inactive). (7) The molecule is O=C(NNC(=O)c1ccccc1)c1c(c2c(cccc2)C(O)=O)cccc1. The result is 0 (inactive).